Task: Regression. Given two drug SMILES strings and cell line genomic features, predict the synergy score measuring deviation from expected non-interaction effect.. Dataset: NCI-60 drug combinations with 297,098 pairs across 59 cell lines (1) Synergy scores: CSS=1.28, Synergy_ZIP=0.268, Synergy_Bliss=0.115, Synergy_Loewe=-0.374, Synergy_HSA=-0.608. Drug 2: C#CCC(CC1=CN=C2C(=N1)C(=NC(=N2)N)N)C3=CC=C(C=C3)C(=O)NC(CCC(=O)O)C(=O)O. Cell line: SNB-19. Drug 1: CS(=O)(=O)C1=CC(=C(C=C1)C(=O)NC2=CC(=C(C=C2)Cl)C3=CC=CC=N3)Cl. (2) Drug 1: CS(=O)(=O)C1=CC(=C(C=C1)C(=O)NC2=CC(=C(C=C2)Cl)C3=CC=CC=N3)Cl. Drug 2: CCC1=CC2CC(C3=C(CN(C2)C1)C4=CC=CC=C4N3)(C5=C(C=C6C(=C5)C78CCN9C7C(C=CC9)(C(C(C8N6C)(C(=O)OC)O)OC(=O)C)CC)OC)C(=O)OC.C(C(C(=O)O)O)(C(=O)O)O. Cell line: MCF7. Synergy scores: CSS=53.4, Synergy_ZIP=15.2, Synergy_Bliss=16.4, Synergy_Loewe=0.689, Synergy_HSA=17.5. (3) Drug 1: CNC(=O)C1=CC=CC=C1SC2=CC3=C(C=C2)C(=NN3)C=CC4=CC=CC=N4. Drug 2: CC1=C2C(C(=O)C3(C(CC4C(C3C(C(C2(C)C)(CC1OC(=O)C(C(C5=CC=CC=C5)NC(=O)C6=CC=CC=C6)O)O)OC(=O)C7=CC=CC=C7)(CO4)OC(=O)C)O)C)OC(=O)C. Cell line: RPMI-8226. Synergy scores: CSS=69.3, Synergy_ZIP=12.6, Synergy_Bliss=12.5, Synergy_Loewe=-24.5, Synergy_HSA=7.87.